From a dataset of Forward reaction prediction with 1.9M reactions from USPTO patents (1976-2016). Predict the product of the given reaction. (1) Given the reactants [O:1]([CH2:8][CH2:9][CH2:10]Br)[C:2]1[CH:7]=[CH:6][CH:5]=[CH:4][CH:3]=1.[NH:12]1[CH2:17][CH2:16][CH2:15][CH2:14][CH2:13]1.[I-].[K+].Br[CH2:21][CH2:22][CH2:23][CH2:24][CH2:25][C:26](Cl)=[O:27].[Cl-].[Cl-].[Cl-].[Al+3].C(=O)([O-])[O-].[K+].[K+], predict the reaction product. The product is: [N:12]1([CH2:10][CH2:9][CH2:8][O:1][C:2]2[CH:7]=[CH:6][C:5]([C:26](=[O:27])[CH2:25][CH2:24][CH2:23][CH2:22][CH2:21][N:12]3[CH2:17][CH2:16][CH2:15][CH2:14][CH2:13]3)=[CH:4][CH:3]=2)[CH2:17][CH2:16][CH2:15][CH2:14][CH2:13]1. (2) Given the reactants [CH3:1][O:2][C:3]1[CH:8]=[CH:7][C:6]([C:9]2[CH:10]([CH3:16])[CH2:11][C:12](=[O:15])[NH:13][N:14]=2)=[CH:5][CH:4]=1.[N+](C1C=C(S([O-])(=O)=O)C=CC=1)([O-])=O.[Na+].Cl, predict the reaction product. The product is: [CH3:1][O:2][C:3]1[CH:8]=[CH:7][C:6]([C:9]2[C:10]([CH3:16])=[CH:11][C:12](=[O:15])[NH:13][N:14]=2)=[CH:5][CH:4]=1. (3) Given the reactants [CH3:1][C@@:2]12[C@:18]([OH:21])([C:19]#[CH:20])[CH2:17][CH2:16][C@H:15]1[C@H:14]1[C@@H:5]([C:6]3[CH:7]=[CH:8][C:9]([OH:22])=[CH:10][C:11]=3[CH2:12][CH2:13]1)[CH2:4][CH2:3]2.[CH3:23][CH2:24][C@@:25]12[C@:33]([O:36][C:37]([CH3:39])=[O:38])([C:34]#[CH:35])[CH2:32][CH2:31][C@H:30]1[C@@H:29]1[CH2:40][CH2:41][C:42]3[C@@H:49]([C@H:28]1[CH2:27][CH2:26]2)[CH2:48][CH2:47]/[C:44](=[N:45]\[OH:46])/[CH:43]=3, predict the reaction product. The product is: [CH3:23][CH2:24][C@@:25]12[C@:33]([O:36][C:37]([CH3:39])=[O:38])([C:34]#[CH:35])[CH2:32][CH2:31][C@H:30]1[C@@H:29]1[CH2:40][CH2:41][C:42]3[C@@H:49]([C@H:28]1[CH2:27][CH2:26]2)[CH2:48][CH2:47]/[C:44](=[N:45]\[OH:46])/[CH:43]=3.[CH3:1][C@@:2]12[C@:18]([OH:21])([C:19]#[CH:20])[CH2:17][CH2:16][C@H:15]1[C@H:14]1[C@@H:5]([C:6]3[CH:7]=[CH:8][C:9]([OH:22])=[CH:10][C:11]=3[CH2:12][CH2:13]1)[CH2:4][CH2:3]2.